Predict the reaction yield, written as a fraction of the theoretical maximum amount of product (1.0 means a 100% yield; for example, 0.34 means a 34% yield). From a dataset of Reaction yield outcomes from USPTO patents with 853,638 reactions. (1) The reactants are [CH3:1][O:2][C:3]1[CH:4]=[C:5]2[C:10](=[CH:11][CH:12]=1)[CH:9]=[C:8]([OH:13])[CH:7]=[CH:6]2.C(=O)([O-])[O-].[Cs+].[Cs+].[Br:20][CH:21](Br)[CH3:22]. The catalyst is CN(C=O)C. The product is [Br:20][CH2:21][CH2:22][O:13][C:8]1[CH:7]=[CH:6][C:5]2[C:10](=[CH:11][CH:12]=[C:3]([O:2][CH3:1])[CH:4]=2)[CH:9]=1. The yield is 0.300. (2) The reactants are CC1(C)CCCC(C)(C)N1.C([Li])CCC.[Cl:16][C:17]1[CH:22]=[N:21][CH:20]=[C:19]([O:23][CH3:24])[N:18]=1.CN(C)[CH:27]=[O:28]. The catalyst is O1CCCC1.O.C(O)(=O)C.C1(C)C=CC=CC=1. The product is [Cl:16][C:17]1[N:18]=[C:19]([O:23][CH3:24])[C:20]([CH:27]=[O:28])=[N:21][CH:22]=1. The yield is 0.770. (3) The reactants are [C:1]([O:5][C:6]([N:8]1[CH2:13][CH2:12][CH:11]([O:14][C:15]2[CH:20]=[CH:19][C:18]([NH:21][CH2:22]/[CH:23]=[CH:24]/[C:25]3[CH:26]=[C:27]([CH:30]=[CH:31][CH:32]=3)[C:28]#[N:29])=[CH:17][CH:16]=2)[CH2:10][CH2:9]1)=[O:7])([CH3:4])([CH3:3])[CH3:2].[CH:33](=O)[C:34]1[CH:39]=[CH:38][CH:37]=[CH:36][CH:35]=1.C(O)(=O)C.C([BH3-])#N.[Na+]. The catalyst is ClCCl.CO.O. The product is [CH2:33]([N:21]([CH2:22]/[CH:23]=[CH:24]/[C:25]1[CH:26]=[C:27]([CH:30]=[CH:31][CH:32]=1)[C:28]#[N:29])[C:18]1[CH:19]=[CH:20][C:15]([O:14][CH:11]2[CH2:12][CH2:13][N:8]([C:6]([O:5][C:1]([CH3:4])([CH3:2])[CH3:3])=[O:7])[CH2:9][CH2:10]2)=[CH:16][CH:17]=1)[C:34]1[CH:39]=[CH:38][CH:37]=[CH:36][CH:35]=1. The yield is 0.760. (4) The reactants are [Cl:1][C:2]1[CH:7]=[CH:6][CH:5]=[C:4]([Cl:8])[C:3]=1[C:9]1[C:17]2[O:16][CH:15]([CH2:18][N:19]=[N+]=[N-])[CH2:14][C:13]=2[CH:12]=[CH:11][CH:10]=1.C1(P(C2C=CC=CC=2)C2C=CC=CC=2)C=CC=CC=1. No catalyst specified. The product is [Cl:1][C:2]1[CH:7]=[CH:6][CH:5]=[C:4]([Cl:8])[C:3]=1[C:9]1[C:17]2[O:16][CH:15]([CH2:18][NH2:19])[CH2:14][C:13]=2[CH:12]=[CH:11][CH:10]=1. The yield is 0.710.